From a dataset of Full USPTO retrosynthesis dataset with 1.9M reactions from patents (1976-2016). Predict the reactants needed to synthesize the given product. Given the product [F:14][C:15]([F:31])([F:32])[C:16]1[CH:17]=[CH:18][C:19]([O:22][C:23]2[CH:24]=[C:25]([CH2:26][NH:27][C:4](=[O:6])[C:3]3[CH:7]=[CH:8][C:9]([CH2:11][O:12][CH3:13])=[N:10][C:2]=3[NH2:1])[CH:28]=[CH:29][CH:30]=2)=[CH:20][CH:21]=1, predict the reactants needed to synthesize it. The reactants are: [NH2:1][C:2]1[N:10]=[C:9]([CH2:11][O:12][CH3:13])[CH:8]=[CH:7][C:3]=1[C:4]([OH:6])=O.[F:14][C:15]([F:32])([F:31])[C:16]1[CH:21]=[CH:20][C:19]([O:22][C:23]2[CH:24]=[C:25]([CH:28]=[CH:29][CH:30]=2)[CH2:26][NH2:27])=[CH:18][CH:17]=1.C(N(CC)CC)C.CN([P+](ON1N=NC2C=CC=CC1=2)(N(C)C)N(C)C)C.F[P-](F)(F)(F)(F)F.